From a dataset of Full USPTO retrosynthesis dataset with 1.9M reactions from patents (1976-2016). Predict the reactants needed to synthesize the given product. (1) Given the product [F:44][C:41]1([F:43])[CH2:42][CH:40]1[CH2:39][N:38]1[C:33]2[C:34](=[N:35][C:30]([C:7]3[CH2:8][CH:9]4[CH2:13][N:12]([C:14]([O:16][C:17]([CH3:18])([CH3:19])[CH3:20])=[O:15])[CH2:11][CH:10]4[CH:21]=3)=[CH:31][CH:32]=2)[N:36]([CH3:47])[S:37]1(=[O:45])=[O:46], predict the reactants needed to synthesize it. The reactants are: FC(F)(F)S(O[C:7]1[CH2:8][CH:9]2[CH2:13][N:12]([C:14]([O:16][C:17]([CH3:20])([CH3:19])[CH3:18])=[O:15])[CH2:11][CH:10]2[CH:21]=1)(=O)=O.C([O-])(=O)C.[K+].Cl[C:30]1[N:35]=[C:34]2[N:36]([CH3:47])[S:37](=[O:46])(=[O:45])[N:38]([CH2:39][CH:40]3[CH2:42][C:41]3([F:44])[F:43])[C:33]2=[CH:32][CH:31]=1.[O-]P([O-])([O-])=O.[K+].[K+].[K+]. (2) Given the product [O:16]=[C:17]1[CH2:28][CH2:27][CH:26]=[CH:25][CH2:24][C@@H:23]([CH2:29][C:30]([NH:6][C:3]2[CH:4]=[CH:5][NH:1][N:2]=2)=[O:31])[C:22](=[O:33])[O:21][CH2:20][C@@H:19]([C:34]2[CH:35]=[CH:36][CH:37]=[CH:38][CH:39]=2)[NH:18]1, predict the reactants needed to synthesize it. The reactants are: [NH:1]1[CH:5]=[CH:4][C:3]([NH2:6])=[N:2]1.C(N(C(C)C)CC)(C)C.[O:16]=[C:17]1[CH2:28][CH2:27][CH:26]=[CH:25][CH2:24][C@@H:23]([CH2:29][C:30](O)=[O:31])[C:22](=[O:33])[O:21][CH2:20][C@@H:19]([C:34]2[CH:39]=[CH:38][CH:37]=[CH:36][CH:35]=2)[NH:18]1.ON1C2N=CC=CC=2N=N1.C(N=C=NCCCN(C)C)C. (3) Given the product [C:6]([C:10]1[CH:11]=[CH:12][C:13]([O:14][CH2:15][C:16]([NH:22][C@@H:23]([C:25]2[CH:30]=[CH:29][C:28]([NH:31][S:32]([CH3:35])(=[O:34])=[O:33])=[C:27]([CH3:36])[CH:26]=2)[CH3:24])=[O:18])=[CH:19][CH:20]=1)([CH3:7])([CH3:8])[CH3:9], predict the reactants needed to synthesize it. The reactants are: O1CCCC1.[C:6]([C:10]1[CH:20]=[CH:19][C:13]([O:14][CH2:15][C:16]([OH:18])=O)=[CH:12][CH:11]=1)([CH3:9])([CH3:8])[CH3:7].Cl.[NH2:22][C@@H:23]([C:25]1[CH:30]=[CH:29][C:28]([NH:31][S:32]([CH3:35])(=[O:34])=[O:33])=[C:27]([CH3:36])[CH:26]=1)[CH3:24]. (4) Given the product [F:32][C:33]([F:46])([F:47])[C:34]1[CH:35]=[C:36]([CH:39]=[C:40]([C:42]([F:45])([F:43])[F:44])[CH:41]=1)[CH2:37][NH:38][C:21](=[O:22])[C:20]1[CH:24]=[CH:25][CH:26]=[C:18]([C:16]2[CH:15]=[N:14][C:10]3[NH:11][CH2:12][CH2:13][N:8]([CH2:7][C:6]4[CH:27]=[C:2]([Cl:1])[CH:3]=[CH:4][C:5]=4[C:28]([F:31])([F:30])[F:29])[C:9]=3[CH:17]=2)[CH:19]=1, predict the reactants needed to synthesize it. The reactants are: [Cl:1][C:2]1[CH:3]=[CH:4][C:5]([C:28]([F:31])([F:30])[F:29])=[C:6]([CH:27]=1)[CH2:7][N:8]1[CH2:13][CH2:12][NH:11][C:10]2[N:14]=[CH:15][C:16]([C:18]3[CH:19]=[C:20]([CH:24]=[CH:25][CH:26]=3)[C:21](O)=[O:22])=[CH:17][C:9]1=2.[F:32][C:33]([F:47])([F:46])[C:34]1[CH:35]=[C:36]([CH:39]=[C:40]([C:42]([F:45])([F:44])[F:43])[CH:41]=1)[CH2:37][NH2:38]. (5) Given the product [CH:24]1([C:4]2([CH:1]3[CH2:3][CH2:2]3)[CH:8]3[CH2:9][N:10]([C:13]([O:15][C:16]4[CH:17]=[CH:22][CH:21]=[CH:20][CH:19]=4)=[O:14])[CH2:11][CH2:12][N:7]3[C:6](=[O:23])[O:5]2)[CH2:26][CH2:25]1, predict the reactants needed to synthesize it. The reactants are: [CH:1]1([C:4]2([CH:24]3[CH2:26][CH2:25]3)[CH:8]3[CH2:9][N:10]([C:13]([O:15][CH2:16][C:17]4[CH:22]=[CH:21][CH:20]=[CH:19]C=4)=[O:14])[CH2:11][CH2:12][N:7]3[C:6](=[O:23])[O:5]2)[CH2:3][CH2:2]1.C(N(CC)CC)C.C(Cl)(=O)OC1C=CC=CC=1.O. (6) Given the product [C:6]([C@@H:4]([C@H:2]([C:1]([O-:10])=[O:9])[OH:3])[OH:5])([O-:8])=[O:7].[CH3:11][C@@H:12]1[CH2:17][CH2:16][CH2:15][NH2+:14][CH2:13]1.[CH3:1][C@@H:2]1[CH2:4][CH2:6][CH2:15][NH2+:14][CH2:13]1, predict the reactants needed to synthesize it. The reactants are: [C:1]([OH:10])(=[O:9])[C@@H:2]([C@H:4]([C:6]([OH:8])=[O:7])[OH:5])[OH:3].[CH3:11][CH:12]1[CH2:17][CH2:16][CH2:15][NH:14][CH2:13]1. (7) Given the product [F:17][C:2]1([F:1])[CH2:3][CH2:4][C:5]2([CH2:9][N:8]([C:51](=[O:52])[C@H:47]([CH:48]([CH3:49])[CH3:50])[NH:46][C:44]([O:43][CH3:42])=[O:45])[C@H:7]([C:10]([OH:12])=[O:11])[CH2:6]2)[CH2:15][CH2:16]1, predict the reactants needed to synthesize it. The reactants are: [F:1][C:2]1([F:17])[CH2:16][CH2:15][C:5]2([CH2:9][NH:8][C@H:7]([C:10]([O:12]CC)=[O:11])[CH2:6]2)[CH2:4][CH2:3]1.CN(C(ON1N=NC2C=CC=NC1=2)=[N+](C)C)C.F[P-](F)(F)(F)(F)F.[CH3:42][O:43][C:44]([NH:46][C@H:47]([C:51](O)=[O:52])[CH:48]([CH3:50])[CH3:49])=[O:45].C(N(CC)CC)C.